From a dataset of Reaction yield outcomes from USPTO patents with 853,638 reactions. Predict the reaction yield, written as a fraction of the theoretical maximum amount of product (1.0 means a 100% yield; for example, 0.34 means a 34% yield). The reactants are [OH2:1].O.O.C([O-])(=O)C.[Na+].[F:9][C:10]1[CH:11]=[CH:12][C:13]([OH:18])=[C:14]([CH:17]=1)[CH:15]=O.[NH2:19]O.Cl. The catalyst is O.C(O)C. The product is [F:9][C:10]1[CH:11]=[CH:12][C:13]([OH:18])=[C:14]([CH:17]=1)[CH:15]=[N:19][OH:1]. The yield is 0.830.